Task: Predict the reactants needed to synthesize the given product.. Dataset: Full USPTO retrosynthesis dataset with 1.9M reactions from patents (1976-2016) (1) Given the product [CH3:16][N:17]1[C:18]2[C:5](=[CH:6][CH:7]=[CH:8][C:9]=2[CH3:10])[C:4]([CH3:12])([CH3:3])[C:19]1=[O:20], predict the reactants needed to synthesize it. The reactants are: [H-].[Na+].[CH3:3][C:4]1[CH:5]=[CH:6][CH:7]=[C:8]2[C:12]=1N[C:10](=O)[CH2:9]2.IC.[CH3:16][N:17]([CH:19]=[O:20])[CH3:18]. (2) Given the product [CH3:11][O:10][C:3]1[CH:4]=[C:5]([O:8][CH3:9])[CH:6]=[CH:7][C:2]=1[C:21]([C:18]1[CH:17]=[CH:16][C:15]([CH:12]([CH3:14])[CH3:13])=[CH:20][CH:19]=1)([OH:25])[CH:22]([CH3:24])[CH3:23], predict the reactants needed to synthesize it. The reactants are: Br[C:2]1[CH:7]=[CH:6][C:5]([O:8][CH3:9])=[CH:4][C:3]=1[O:10][CH3:11].[CH:12]([C:15]1[CH:20]=[CH:19][C:18]([C:21](=[O:25])[CH:22]([CH3:24])[CH3:23])=[CH:17][CH:16]=1)([CH3:14])[CH3:13].